Dataset: Catalyst prediction with 721,799 reactions and 888 catalyst types from USPTO. Task: Predict which catalyst facilitates the given reaction. (1) Reactant: Br[CH2:2][CH2:3][CH2:4][CH2:5][O:6][C:7]1[CH:16]=[C:15]2[C:10]([CH2:11][CH2:12][C:13](=[O:17])[NH:14]2)=[CH:9][CH:8]=1.Cl.[Cl:19][C:20]1[C:25]([Cl:26])=[CH:24][CH:23]=[CH:22][C:21]=1[N:27]1[CH2:32][CH2:31][NH:30][CH2:29][CH2:28]1.C(N(CC)CC)C. Product: [CH:23]1[CH:22]=[C:21]([N:27]2[CH2:32][CH2:31][N:30]([CH2:2][CH2:3][CH2:4][CH2:5][O:6][C:7]3[CH:8]=[CH:9][C:10]4[CH2:11][CH2:12][C:13](=[O:17])[NH:14][C:15]=4[CH:16]=3)[CH2:29][CH2:28]2)[C:20]([Cl:19])=[C:25]([Cl:26])[CH:24]=1. The catalyst class is: 6. (2) Reactant: [OH:1][CH:2]([CH2:31][OH:32])[CH2:3][C:4]1[C:5]([OH:30])=[C:6]([C:20]([O:22]CC2C=CC=CC=2)=[O:21])[C:7](=[O:19])[NH:8][C:9]=1[C:10]1[CH:15]=[CH:14][C:13]([N:16]([CH3:18])[CH3:17])=[CH:12][CH:11]=1. Product: [OH:1][CH:2]([CH2:31][OH:32])[CH2:3][C:4]1[C:5]([OH:30])=[C:6]([C:20]([OH:22])=[O:21])[C:7](=[O:19])[NH:8][C:9]=1[C:10]1[CH:11]=[CH:12][C:13]([N:16]([CH3:18])[CH3:17])=[CH:14][CH:15]=1. The catalyst class is: 123. (3) Reactant: C[O:2][C:3](=O)[CH2:4][C:5]1[CH:10]=[CH:9][C:8]([C:11]#[N:12])=[C:7]([O:13][CH3:14])[C:6]=1[Cl:15].[BH4-].[Li+]. Product: [Cl:15][C:6]1[C:7]([O:13][CH3:14])=[C:8]([C:11]#[N:12])[CH:9]=[CH:10][C:5]=1[CH2:4][CH2:3][OH:2]. The catalyst class is: 116.